From a dataset of CYP1A2 inhibition data for predicting drug metabolism from PubChem BioAssay. Regression/Classification. Given a drug SMILES string, predict its absorption, distribution, metabolism, or excretion properties. Task type varies by dataset: regression for continuous measurements (e.g., permeability, clearance, half-life) or binary classification for categorical outcomes (e.g., BBB penetration, CYP inhibition). Dataset: cyp1a2_veith. (1) The drug is Cn1c(=O)c2[nH]c([C@@H]3CC(=O)C[C@H](c4nc5c([nH]4)c(=O)n(C)c(=O)n5C)N3)nc2n(C)c1=O. The result is 0 (non-inhibitor). (2) The molecule is COC(=O)[C@@]1(Cc2ccc(OC)cc2)[C@H]2c3cc(C(=O)N(C)C)n(Cc4ccc(Cl)c(C(F)(F)F)c4)c3C[C@H]2CN1C(=O)c1ccccc1. The result is 0 (non-inhibitor). (3) The molecule is O=c1cc(CF)[nH]c(=S)[nH]1. The result is 0 (non-inhibitor). (4) The compound is COc1cccc(Cn2c(=O)c(-c3cc(F)cc(F)c3)nc3cnc(N(C)C)nc32)c1. The result is 0 (non-inhibitor). (5) The compound is CCn1c(=O)cc(OCC(=O)Nc2cccnc2)c2ccccc21. The result is 1 (inhibitor).